This data is from Peptide-MHC class II binding affinity with 134,281 pairs from IEDB. The task is: Regression. Given a peptide amino acid sequence and an MHC pseudo amino acid sequence, predict their binding affinity value. This is MHC class II binding data. (1) The peptide sequence is TVLAFPAGVCPTIGV. The MHC is DRB1_0802 with pseudo-sequence DRB1_0802. The binding affinity (normalized) is 0.351. (2) The peptide sequence is EVQLVESGGGLVQPG. The MHC is DRB1_0401 with pseudo-sequence DRB1_0401. The binding affinity (normalized) is 0.115. (3) The binding affinity (normalized) is 0.137. The peptide sequence is RLFDNAMLRAHRLHQ. The MHC is DRB3_0101 with pseudo-sequence DRB3_0101. (4) The peptide sequence is YESYKFIPALEAA. The MHC is DRB1_0401 with pseudo-sequence DRB1_0401. The binding affinity (normalized) is 0.836.